This data is from Peptide-MHC class I binding affinity with 185,985 pairs from IEDB/IMGT. The task is: Regression. Given a peptide amino acid sequence and an MHC pseudo amino acid sequence, predict their binding affinity value. This is MHC class I binding data. The peptide sequence is FLKENKLNK. The MHC is HLA-A68:01 with pseudo-sequence HLA-A68:01. The binding affinity (normalized) is 0.437.